From a dataset of Catalyst prediction with 721,799 reactions and 888 catalyst types from USPTO. Predict which catalyst facilitates the given reaction. (1) The catalyst class is: 31. Product: [I:1][C:2]1[N:3]=[CH:4][N:5]([CH2:15][O:14][CH2:13][CH2:12][Si:11]([CH3:18])([CH3:17])[CH3:10])[C:6]=1[I:7]. Reactant: [I:1][C:2]1[N:3]=[CH:4][NH:5][C:6]=1[I:7].[H-].[Na+].[CH3:10][Si:11]([CH3:18])([CH3:17])[CH2:12][CH2:13][O:14][CH2:15]Cl.O. (2) Reactant: [C:1]([C:3]([NH:7][C:8](=[O:20])[C:9]1[CH:14]=[CH:13][C:12]([O:15][C:16]([F:19])([F:18])[F:17])=[CH:11][CH:10]=1)([CH3:6])[CH2:4][OH:5])#[N:2].F[C:22]1[CH:23]=[C:24]([CH:27]=[CH:28][C:29]=1[C:30]([F:33])([F:32])[F:31])[C:25]#[N:26].[H-].[Na+]. Product: [C:1]([C:3]([NH:7][C:8](=[O:20])[C:9]1[CH:14]=[CH:13][C:12]([O:15][C:16]([F:19])([F:18])[F:17])=[CH:11][CH:10]=1)([CH3:6])[CH2:4][O:5][C:22]1[CH:23]=[C:24]([C:25]#[N:26])[CH:27]=[CH:28][C:29]=1[C:30]([F:31])([F:33])[F:32])#[N:2]. The catalyst class is: 7. (3) Reactant: [F:1][C:2]1[CH:7]=[C:6]([F:8])[CH:5]=[CH:4][C:3]=1[C:9]1[C:14]([CH3:15])=[CH:13][C:12]([N+:16]([O-])=O)=[CH:11][N:10]=1. Product: [F:1][C:2]1[CH:7]=[C:6]([F:8])[CH:5]=[CH:4][C:3]=1[C:9]1[N:10]=[CH:11][C:12]([NH2:16])=[CH:13][C:14]=1[CH3:15]. The catalyst class is: 94. (4) Reactant: [OH:1][C:2]1[CH:3]=[C:4]2[C:8](=[CH:9][C:10]=1[C:11]([O:13][CH2:14][CH3:15])=[O:12])[NH:7][N:6]=[CH:5]2.CS(O)(=O)=O.[O:21]1[CH:26]=[CH:25][CH2:24][CH2:23][CH2:22]1. Product: [OH:1][C:2]1[CH:3]=[C:4]2[C:8](=[CH:9][C:10]=1[C:11]([O:13][CH2:14][CH3:15])=[O:12])[N:7]([CH:22]1[CH2:23][CH2:24][CH2:25][CH2:26][O:21]1)[N:6]=[CH:5]2. The catalyst class is: 168. (5) The catalyst class is: 17. Product: [C:16]([NH:15][CH2:14][CH2:13][CH:9]1[C:10]2[C:6](=[CH:5][CH:4]=[C:3]([NH:2][C:19](=[O:22])[CH2:20][CH3:21])[C:11]=2[OH:12])[CH2:7][CH2:8]1)(=[O:18])[CH3:17]. Reactant: Cl.[NH2:2][C:3]1[C:11]([OH:12])=[C:10]2[C:6]([CH2:7][CH2:8][CH:9]2[CH2:13][CH2:14][NH:15][C:16](=[O:18])[CH3:17])=[CH:5][CH:4]=1.[C:19](O[C:19](=[O:22])[CH2:20][CH3:21])(=[O:22])[CH2:20][CH3:21].O. (6) Reactant: C(N(CC)CC)C.[F:8][C:9]1[CH:15]=[C:14]([I:16])[CH:13]=[CH:12][C:10]=1[NH2:11].[CH:17]1([C:20](Cl)=[O:21])[CH2:19][CH2:18]1. Product: [F:8][C:9]1[CH:15]=[C:14]([I:16])[CH:13]=[CH:12][C:10]=1[NH:11][C:20]([CH:17]1[CH2:19][CH2:18]1)=[O:21]. The catalyst class is: 54.